Dataset: Full USPTO retrosynthesis dataset with 1.9M reactions from patents (1976-2016). Task: Predict the reactants needed to synthesize the given product. Given the product [Br:13][C:10]1[CH:11]=[CH:12][C:7]2[S:4](=[O:6])(=[O:5])[NH:1][CH:14]([C:15]([O:17][CH3:18])=[O:16])[C:8]=2[CH:9]=1, predict the reactants needed to synthesize it. The reactants are: [N:1]([S:4]([C:7]1[CH:12]=[CH:11][C:10]([Br:13])=[CH:9][C:8]=1[CH2:14][C:15]([O:17][CH3:18])=[O:16])(=[O:6])=[O:5])=[N+]=[N-].